This data is from Reaction yield outcomes from USPTO patents with 853,638 reactions. The task is: Predict the reaction yield, written as a fraction of the theoretical maximum amount of product (1.0 means a 100% yield; for example, 0.34 means a 34% yield). (1) The reactants are Br[C:2]1[CH:3]=[N:4][CH:5]=[C:6]([Br:8])[CH:7]=1.[NH2:9][CH2:10][CH2:11][NH:12][C:13](=[O:19])[O:14][C:15]([CH3:18])([CH3:17])[CH3:16].C1C=CC(P(C2C=CC3C(=CC=CC=3)C=2C2C3C(=CC=CC=3)C=CC=2P(C2C=CC=CC=2)C2C=CC=CC=2)C2C=CC=CC=2)=CC=1.C([O-])([O-])=O.[Cs+].[Cs+]. The catalyst is C1C=CC(/C=C/C(/C=C/C2C=CC=CC=2)=O)=CC=1.C1C=CC(/C=C/C(/C=C/C2C=CC=CC=2)=O)=CC=1.C1C=CC(/C=C/C(/C=C/C2C=CC=CC=2)=O)=CC=1.[Pd].[Pd]. The product is [C:15]([O:14][C:13](=[O:19])[NH:12][CH2:11][CH2:10][NH:9][C:2]1[CH:3]=[N:4][CH:5]=[C:6]([Br:8])[CH:7]=1)([CH3:18])([CH3:16])[CH3:17]. The yield is 0.430. (2) The reactants are C([N:3](CC)CC)C.ClC(OCC)=O.[C:14]([O:18][C:19]([N:21]1[CH2:26][CH2:25][O:24][CH2:23][CH:22]1[C:27]([OH:29])=O)=[O:20])([CH3:17])([CH3:16])[CH3:15].[OH-].[NH4+]. The catalyst is C1COCC1. The product is [C:14]([O:18][C:19]([N:21]1[CH2:26][CH2:25][O:24][CH2:23][CH:22]1[C:27](=[O:29])[NH2:3])=[O:20])([CH3:17])([CH3:16])[CH3:15]. The yield is 0.690. (3) The reactants are [F:1][C:2]([F:7])([F:6])[C:3]([OH:5])=[O:4].[CH2:8]([S:10]([N:13]1[CH2:18][CH2:17][CH:16]([C:19]2[C:27]3[C:22](=[C:23]([C:38]([NH2:40])=[O:39])[CH:24]=[C:25]([C:28]4[CH:33]=[C:32]([CH2:34][NH:35][CH3:36])[CH:31]=[C:30]([F:37])[CH:29]=4)[CH:26]=3)[NH:21][CH:20]=2)[CH2:15][CH2:14]1)(=[O:12])=[O:11])[CH3:9].[CH2:41]1COCC1.CN. No catalyst specified. The product is [F:1][C:2]([F:7])([F:6])[C:3]([OH:5])=[O:4].[CH3:36][N:35]([CH2:34][C:32]1[CH:33]=[C:28]([C:25]2[CH:26]=[C:27]3[C:22](=[C:23]([C:38]([NH2:40])=[O:39])[CH:24]=2)[NH:21][CH:20]=[C:19]3[CH:16]2[CH2:17][CH2:18][N:13]([S:10]([CH2:8][CH3:9])(=[O:11])=[O:12])[CH2:14][CH2:15]2)[CH:29]=[C:30]([F:37])[CH:31]=1)[CH3:41]. The yield is 0.802. (4) The reactants are Br[C:2]1[CH:7]=[CH:6][CH:5]=[CH:4][N:3]=1.[CH2:8]([N:12]1[N:16]=[C:15]2[CH:17]=[C:18]([F:22])[CH:19]=[C:20]([F:21])[C:14]2=[N:13]1)[CH2:9][C:10]#[CH:11]. No catalyst specified. The product is [F:21][C:20]1[C:14]2[C:15](=[N:16][N:12]([CH2:8][CH2:9][C:10]#[C:11][C:2]3[CH:7]=[CH:6][CH:5]=[CH:4][N:3]=3)[N:13]=2)[CH:17]=[C:18]([F:22])[CH:19]=1. The yield is 0.460. (5) The reactants are [C:1]([C:3]1[CH:4]=[C:5]([CH:9]=[CH:10][C:11]=1[O:12][CH:13]([CH3:15])[CH3:14])[C:6](Cl)=[O:7])#[N:2].O[NH:17][C:18]([C:20]1[CH:21]=[C:22]2[C:26](=[CH:27][CH:28]=1)[NH:25][N:24]=[CH:23]2)=[NH:19].C(N(CC)CC)C. The catalyst is C(#N)C. The product is [NH:25]1[C:26]2[C:22](=[CH:21][C:20]([C:18]3[N:17]=[C:6]([C:5]4[CH:9]=[CH:10][C:11]([O:12][CH:13]([CH3:15])[CH3:14])=[C:3]([CH:4]=4)[C:1]#[N:2])[O:7][N:19]=3)=[CH:28][CH:27]=2)[CH:23]=[N:24]1. The yield is 0.170. (6) The reactants are C1(OC2C=CC=CC=2)C=CC=CC=1.[F:14][C:15]([F:34])([F:33])[C:16]([NH:21][C:22]1[CH:27]=[C:26]([F:28])[CH:25]=[CH:24][C:23]=1[O:29][CH2:30][CH2:31][CH3:32])=[CH:17][C:18]([OH:20])=O. The catalyst is CCCCCC. The product is [F:28][C:26]1[CH:25]=[CH:24][C:23]([O:29][CH2:30][CH2:31][CH3:32])=[C:22]2[C:27]=1[C:18](=[O:20])[CH:17]=[C:16]([C:15]([F:14])([F:34])[F:33])[NH:21]2. The yield is 0.940. (7) The reactants are B(Br)(Br)Br.[Cl:5][C:6]1[CH:11]=[CH:10][C:9]([CH2:12][C:13]#[N:14])=[CH:8][C:7]=1[O:15]C. The catalyst is C(Cl)Cl. The product is [Cl:5][C:6]1[CH:11]=[CH:10][C:9]([CH2:12][C:13]#[N:14])=[CH:8][C:7]=1[OH:15]. The yield is 0.850.